This data is from Full USPTO retrosynthesis dataset with 1.9M reactions from patents (1976-2016). The task is: Predict the reactants needed to synthesize the given product. (1) Given the product [Br:20][CH2:21][CH2:22][O:23][C:35]1[CH:36]=[CH:37][C:32]([CH2:31][C@@H:30]([C:39]([O:41][CH3:42])=[O:40])[NH:29][C:27](=[O:28])[C:26]2[C:43]([Cl:47])=[CH:44][CH:45]=[CH:46][C:25]=2[Cl:24])=[CH:33][CH:34]=1, predict the reactants needed to synthesize it. The reactants are: C1(P(C2C=CC=CC=2)C2C=CC=CC=2)C=CC=CC=1.[Br:20][CH2:21][CH2:22][OH:23].[Cl:24][C:25]1[CH:46]=[CH:45][CH:44]=[C:43]([Cl:47])[C:26]=1[C:27]([NH:29][C@H:30]([C:39]([O:41][CH3:42])=[O:40])[CH2:31][C:32]1[CH:37]=[CH:36][C:35](O)=[CH:34][CH:33]=1)=[O:28]. (2) Given the product [CH:22]1([CH:25]([C:32]2[CH:37]=[CH:36][CH:35]=[C:34]([CH2:38][O:21][C:13]3[CH:12]=[CH:11][C:10]([C:3]4[CH:4]=[C:5]([O:8][CH3:9])[CH:6]=[CH:7][C:2]=4[F:1])=[C:15]([CH2:16][C:17]([CH3:18])([CH3:20])[CH3:19])[N:14]=3)[CH:33]=2)[CH2:26][C:27]([O:29][CH2:30][CH3:31])=[O:28])[CH2:24][CH2:23]1, predict the reactants needed to synthesize it. The reactants are: [F:1][C:2]1[CH:7]=[CH:6][C:5]([O:8][CH3:9])=[CH:4][C:3]=1[C:10]1[CH:11]=[CH:12][C:13]([OH:21])=[N:14][C:15]=1[CH2:16][C:17]([CH3:20])([CH3:19])[CH3:18].[CH:22]1([CH:25]([C:32]2[CH:37]=[CH:36][CH:35]=[C:34]([CH2:38]O)[CH:33]=2)[CH2:26][C:27]([O:29][CH2:30][CH3:31])=[O:28])[CH2:24][CH2:23]1.N(C(N1CCCCC1)=O)=NC(N1CCCCC1)=O.C(P(CCCC)CCCC)CCC. (3) Given the product [Br:1][C:2]1[CH:3]=[N:4][C:5]2[N:6]([N:8]=[C:9]([C:11]([N:20]3[CH2:21][CH2:22][N:17]4[CH:16]=[N:15][N:14]=[C:18]4[CH2:19]3)=[O:13])[CH:10]=2)[CH:7]=1, predict the reactants needed to synthesize it. The reactants are: [Br:1][C:2]1[CH:3]=[N:4][C:5]2[N:6]([N:8]=[C:9]([C:11]([OH:13])=O)[CH:10]=2)[CH:7]=1.[N:14]1[N:15]=[CH:16][N:17]2[CH2:22][CH2:21][NH:20][CH2:19][C:18]=12. (4) The reactants are: [C:1]([O:5][C:6]([NH:8][C@H:9]1[CH2:14][CH2:13][C@H:12]([CH:15]([OH:26])[C:16]2[S:20][CH:19]=[C:18]([C:21]([O:23][CH3:24])=[O:22])[C:17]=2[CH3:25])[CH2:11][CH2:10]1)=[O:7])([CH3:4])([CH3:3])[CH3:2].N1C=CC=CC=1.CC(OI1(OC(C)=O)(OC(C)=O)OC(=O)C2C=CC=CC1=2)=O.O.O.O.O.O.S([O-])([O-])(=O)=S.[Na+].[Na+].C([O-])(O)=O.[Na+]. Given the product [C:1]([O:5][C:6]([NH:8][C@H:9]1[CH2:10][CH2:11][C@H:12]([C:15]([C:16]2[S:20][CH:19]=[C:18]([C:21]([O:23][CH3:24])=[O:22])[C:17]=2[CH3:25])=[O:26])[CH2:13][CH2:14]1)=[O:7])([CH3:4])([CH3:3])[CH3:2], predict the reactants needed to synthesize it. (5) Given the product [F:25][C:26]([F:33])([F:32])[C:27]([F:31])=[C:28]([F:30])[F:29].[F:15][C:16]([F:20])=[C:17]([F:19])[F:18], predict the reactants needed to synthesize it. The reactants are: S(OOS([O-])(=O)=O)([O-])(=O)=O.[NH4+].[NH4+].[OH-].[Na+].[F:15][C:16]([F:20])=[C:17]([F:19])[F:18].C(F)(F)=C.[F:25][C:26]([F:33])([F:32])[C:27]([F:31])=[C:28]([F:30])[F:29]. (6) The reactants are: N1C2OCC(N)C=2C=CN=1.CO[N:13]=[C:14]1[C:22]2[C:17](=[C:18]([CH3:23])[N:19]=[CH:20][CH:21]=2)[O:16][CH2:15]1. Given the product [CH3:23][C:18]1[N:19]=[CH:20][CH:21]=[C:22]2[CH:14]([NH2:13])[CH2:15][O:16][C:17]=12, predict the reactants needed to synthesize it.